From a dataset of Reaction yield outcomes from USPTO patents with 853,638 reactions. Predict the reaction yield, written as a fraction of the theoretical maximum amount of product (1.0 means a 100% yield; for example, 0.34 means a 34% yield). The reactants are CC1(C)C(C)(C)OB([C:9]2[CH:10]=[CH:11][C:12]([NH2:15])=[N:13][CH:14]=2)O1.Br[C:18]1[CH:23]=[CH:22][CH:21]=[C:20]([O:24][C:25]([F:28])([F:27])[F:26])[CH:19]=1.C([O-])(=O)C.[K+]. The catalyst is CN(C=O)C.CCO.O.C(Cl)Cl.CO.C1C=CC([P]([Pd]([P](C2C=CC=CC=2)(C2C=CC=CC=2)C2C=CC=CC=2)([P](C2C=CC=CC=2)(C2C=CC=CC=2)C2C=CC=CC=2)[P](C2C=CC=CC=2)(C2C=CC=CC=2)C2C=CC=CC=2)(C2C=CC=CC=2)C2C=CC=CC=2)=CC=1. The product is [F:26][C:25]([F:27])([F:28])[O:24][C:20]1[CH:19]=[C:18]([C:9]2[CH:10]=[CH:11][C:12]([NH2:15])=[N:13][CH:14]=2)[CH:23]=[CH:22][CH:21]=1. The yield is 0.720.